Dataset: Plasma protein binding rate (PPBR) regression data from AstraZeneca. Task: Regression/Classification. Given a drug SMILES string, predict its absorption, distribution, metabolism, or excretion properties. Task type varies by dataset: regression for continuous measurements (e.g., permeability, clearance, half-life) or binary classification for categorical outcomes (e.g., BBB penetration, CYP inhibition). For this dataset (ppbr_az), we predict Y. (1) The molecule is CN(C)c1ccc(S(=O)(=O)NC(=O)N2CCC(N3CCC(Oc4ccc(Cl)c(Cl)c4)CC3)CC2)cc1. The Y is 99.8 %. (2) The drug is CCOc1cccc(/C=C2\SC(=O)NC2=O)c1N1CCC[C@@H](N)C1. The Y is 94.8 %. (3) The compound is COc1ncc(-c2cccc(C)c2CCNC(=O)c2ccc(OCCC(F)(F)F)nc2)cn1. The Y is 99.5 %. (4) The compound is CC(C)(C)OC(=O)NCCCSC[C@H]1O[C@@H](n2cnc3c(N)ncnc32)[C@H](O)[C@@H]1O. The Y is 76.4 %. (5) The molecule is N#CCOc1ccccc1-c1ccc(-c2nc3ccncc3c(O)c2C#N)cc1. The Y is 99.9 %.